Dataset: Retrosynthesis with 50K atom-mapped reactions and 10 reaction types from USPTO. Task: Predict the reactants needed to synthesize the given product. Given the product COc1ccc(CN(OC)C(=O)C=C2OC(C)(C)OC2=O)cc1, predict the reactants needed to synthesize it. The reactants are: CC1(C)OC(=O)C(=CC(=O)Cl)O1.CONCc1ccc(OC)cc1.